Dataset: Forward reaction prediction with 1.9M reactions from USPTO patents (1976-2016). Task: Predict the product of the given reaction. (1) Given the reactants [CH2:1]([O:3][CH2:4][CH2:5][O:6][C:7]1[C:8]([CH3:13])=[N:9][CH:10]=[CH:11][CH:12]=1)[CH3:2].[Se](=O)=[O:15].C(OCC)(=O)C, predict the reaction product. The product is: [CH2:1]([O:3][CH2:4][CH2:5][O:6][C:7]1[C:8]([CH:13]=[O:15])=[N:9][CH:10]=[CH:11][CH:12]=1)[CH3:2]. (2) Given the reactants [Cl:1][C:2]1[CH:3]=[C:4]([C:12]2[O:16][N:15]=[C:14]([C:17]3[C:18]([CH3:34])=[C:19]4[C:24](=[CH:25][CH:26]=3)[CH2:23][N:22](C(OC(C)(C)C)=O)[CH2:21][CH2:20]4)[N:13]=2)[CH:5]=[CH:6][C:7]=1[O:8][CH:9]([CH3:11])[CH3:10].[F:35][C:36]([F:41])([F:40])[C:37]([OH:39])=[O:38], predict the reaction product. The product is: [F:35][C:36]([F:41])([F:40])[C:37]([OH:39])=[O:38].[Cl:1][C:2]1[CH:3]=[C:4]([C:12]2[O:16][N:15]=[C:14]([C:17]3[C:18]([CH3:34])=[C:19]4[C:24](=[CH:25][CH:26]=3)[CH2:23][NH:22][CH2:21][CH2:20]4)[N:13]=2)[CH:5]=[CH:6][C:7]=1[O:8][CH:9]([CH3:11])[CH3:10]. (3) Given the reactants [F:1][C:2]1[CH:9]=[C:8]([F:10])[CH:7]=[CH:6][C:3]=1[CH2:4]Br.[Mg].[Br-].CON(C)[C:16]([C:18]1[CH:23]=[CH:22][C:21]([I:24])=[CH:20][CH:19]=1)=[O:17], predict the reaction product. The product is: [F:1][C:2]1[CH:9]=[C:8]([F:10])[CH:7]=[CH:6][C:3]=1[CH2:4][C:16]([C:18]1[CH:23]=[CH:22][C:21]([I:24])=[CH:20][CH:19]=1)=[O:17]. (4) Given the reactants [CH2:1]([C@H:8]([NH:29][C:30](=[O:70])[C@@H:31]([N:36]1[CH2:40][CH2:39][N:38]([CH2:41][C:42]2[CH:47]=[CH:46][CH:45]=[C:44]([CH2:48][O:49]C(C3C=CC=CC=3)(C3C=CC=CC=3)C3C=CC=CC=3)[N:43]=2)[C:37]1=[O:69])[C@@H:32]([CH3:35])[CH2:33][CH3:34])[C@H:9]([OH:28])[CH2:10][N:11]([S:16]([C:19]1[CH:24]=[CH:23][C:22](/[CH:25]=[N:26]/[OH:27])=[CH:21][CH:20]=1)(=[O:18])=[O:17])[CH2:12][CH:13]([CH3:15])[CH3:14])[C:2]1[CH:7]=[CH:6][CH:5]=[CH:4][CH:3]=1.ClCCl.Cl, predict the reaction product. The product is: [CH2:1]([C@H:8]([NH:29][C:30](=[O:70])[C@@H:31]([N:36]1[CH2:40][CH2:39][N:38]([CH2:41][C:42]2[CH:47]=[CH:46][CH:45]=[C:44]([CH2:48][OH:49])[N:43]=2)[C:37]1=[O:69])[C@@H:32]([CH3:35])[CH2:33][CH3:34])[C@H:9]([OH:28])[CH2:10][N:11]([S:16]([C:19]1[CH:20]=[CH:21][C:22](/[CH:25]=[N:26]/[OH:27])=[CH:23][CH:24]=1)(=[O:18])=[O:17])[CH2:12][CH:13]([CH3:14])[CH3:15])[C:2]1[CH:3]=[CH:4][CH:5]=[CH:6][CH:7]=1. (5) Given the reactants [C:1]1([C:19]2[CH:24]=[CH:23][CH:22]=[CH:21][CH:20]=2)[CH:6]=[CH:5][C:4]([C:7]([N:9]2[CH2:14][CH2:13][CH:12]([C:15]([O:17]C)=[O:16])[CH2:11][CH2:10]2)=[O:8])=[CH:3][CH:2]=1.[OH-].[Na+].O.Cl, predict the reaction product. The product is: [C:1]1([C:19]2[CH:24]=[CH:23][CH:22]=[CH:21][CH:20]=2)[CH:2]=[CH:3][C:4]([C:7]([N:9]2[CH2:10][CH2:11][CH:12]([C:15]([OH:17])=[O:16])[CH2:13][CH2:14]2)=[O:8])=[CH:5][CH:6]=1. (6) Given the reactants C([NH:8][S:9]([CH3:12])(=[O:11])=[O:10])C1C=CC=CC=1.C([Li])CCC.[C:18]1(=[O:22])[CH2:21][CH2:20][CH2:19]1.C(O)(=O)C, predict the reaction product. The product is: [OH:22][C:18]1([CH2:12][S:9]([NH2:8])(=[O:10])=[O:11])[CH2:21][CH2:20][CH2:19]1. (7) Given the reactants [CH2:1]([O:3][C:4]([C:6]1[CH:7]=[N:8][C:9]2[C:14]([C:15]=1OS(C(F)(F)F)(=O)=O)=[CH:13][CH:12]=[C:11]([C:24]([F:27])([F:26])[F:25])[CH:10]=2)=[O:5])[CH3:2].[C:28]1([C:34]2[CH:39]=[CH:38][C:37](B(O)O)=[CH:36][CH:35]=2)[CH:33]=[CH:32][CH:31]=[CH:30][CH:29]=1.P([O-])([O-])([O-])=O.[K+].[K+].[K+], predict the reaction product. The product is: [CH2:1]([O:3][C:4]([C:6]1[CH:7]=[N:8][C:9]2[C:14]([C:15]=1[C:37]1[CH:38]=[CH:39][C:34]([C:28]3[CH:33]=[CH:32][CH:31]=[CH:30][CH:29]=3)=[CH:35][CH:36]=1)=[CH:13][CH:12]=[C:11]([C:24]([F:27])([F:26])[F:25])[CH:10]=2)=[O:5])[CH3:2]. (8) Given the reactants [CH:1]1([CH:7]([C:9]2[C:10]([CH2:24][CH2:25][CH3:26])=[N:11][N:12]([C:14]3[CH:19]=[CH:18][C:17]([C:20]([F:23])([F:22])[F:21])=[CH:16][N:15]=3)[CH:13]=2)O)[CH2:6][CH2:5][CH2:4][CH2:3][CH2:2]1.[NH2:27][C:28]1[CH:33]=[CH:32][C:31]([C:34]([N:36]([CH3:44])[CH2:37][CH2:38][C:39]([O:41]CC)=[O:40])=[O:35])=[CH:30][CH:29]=1, predict the reaction product. The product is: [CH:1]1([CH:7]([NH:27][C:28]2[CH:29]=[CH:30][C:31]([C:34]([N:36]([CH3:44])[CH2:37][CH2:38][C:39]([OH:41])=[O:40])=[O:35])=[CH:32][CH:33]=2)[C:9]2[C:10]([CH2:24][CH2:25][CH3:26])=[N:11][N:12]([C:14]3[CH:19]=[CH:18][C:17]([C:20]([F:23])([F:22])[F:21])=[CH:16][N:15]=3)[CH:13]=2)[CH2:6][CH2:5][CH2:4][CH2:3][CH2:2]1. (9) Given the reactants [CH2:1]([OH:8])[C:2]1[CH:7]=[CH:6][CH:5]=[CH:4][CH:3]=1.[OH-].[K+].Cl[CH2:12][C:13]1[S:17][C:16]([C:18]([O:20]CC)=[O:19])=[N:15][CH:14]=1.O, predict the reaction product. The product is: [CH2:1]([O:8][CH2:12][C:13]1[S:17][C:16]([C:18]([OH:20])=[O:19])=[N:15][CH:14]=1)[C:2]1[CH:7]=[CH:6][CH:5]=[CH:4][CH:3]=1.